This data is from Reaction yield outcomes from USPTO patents with 853,638 reactions. The task is: Predict the reaction yield, written as a fraction of the theoretical maximum amount of product (1.0 means a 100% yield; for example, 0.34 means a 34% yield). (1) The reactants are [C:1]([O:5][C:6]([N:8]1[CH2:12][CH2:11][CH2:10][C@H:9]1[CH2:13]I)=[O:7])([CH3:4])([CH3:3])[CH3:2].C(N(CC)CC)C.[H][H]. The catalyst is CO.[Pd]. The product is [C:1]([O:5][C:6]([N:8]1[CH2:12][CH2:11][CH2:10][C@H:9]1[CH3:13])=[O:7])([CH3:4])([CH3:2])[CH3:3]. The yield is 0.859. (2) The reactants are [Br:1][C:2]1[CH:10]=[CH:9][CH:8]=[C:7]2[C:3]=1[CH2:4][CH2:5][C@@H:6]2[NH:11][S@](C(C)(C)C)=O.[ClH:18].C(#N)C. The catalyst is CO.O1CCOCC1. The product is [ClH:18].[Br:1][C:2]1[CH:10]=[CH:9][CH:8]=[C:7]2[C:3]=1[CH2:4][CH2:5][C@@H:6]2[NH2:11]. The yield is 0.690.